From a dataset of Full USPTO retrosynthesis dataset with 1.9M reactions from patents (1976-2016). Predict the reactants needed to synthesize the given product. (1) Given the product [Cl:28][C:3]1[C:2]2[N:1]=[CH:30][N:12]([CH2:13][C:14]3([OH:27])[CH2:19][CH2:18][N:17]([C:20]([O:22][C:23]([CH3:24])([CH3:25])[CH3:26])=[O:21])[CH2:16][CH2:15]3)[C:11]=2[C:10]2[CH:9]=[CH:8][CH:7]=[CH:6][C:5]=2[N:4]=1, predict the reactants needed to synthesize it. The reactants are: [NH2:1][C:2]1[C:3]([Cl:28])=[N:4][C:5]2[C:10]([C:11]=1[NH:12][CH2:13][C:14]1([OH:27])[CH2:19][CH2:18][N:17]([C:20]([O:22][C:23]([CH3:26])([CH3:25])[CH3:24])=[O:21])[CH2:16][CH2:15]1)=[CH:9][CH:8]=[CH:7][CH:6]=2.Cl[C:30]1C([N+]([O-])=O)=C(Cl)C2C(=CC=CC=2)N=1.ClC1C2C(=CC=CC=2)N=CC=1[N+]([O-])=O.Cl.N1C=CC=CC=1.C(OC(OCC)OCC)C. (2) Given the product [C:26]([C:24]1[O:25][C:21]2[CH:20]=[CH:19][C:18]([NH:17][C:2]3[C:3](=[O:16])[N:4]([CH3:15])[S:5](=[O:14])(=[O:13])[C:6]=3[C:7]3[CH:12]=[CH:11][CH:10]=[CH:9][CH:8]=3)=[CH:29][C:22]=2[CH:23]=1)(=[O:28])[CH3:27], predict the reactants needed to synthesize it. The reactants are: Cl[C:2]1[C:3](=[O:16])[N:4]([CH3:15])[S:5](=[O:14])(=[O:13])[C:6]=1[C:7]1[CH:12]=[CH:11][CH:10]=[CH:9][CH:8]=1.[NH2:17][C:18]1[CH:19]=[CH:20][C:21]2[O:25][C:24]([C:26](=[O:28])[CH3:27])=[CH:23][C:22]=2[CH:29]=1. (3) Given the product [NH2:4][CH2:3][CH2:2][CH2:1][NH:5][C:7]1[C:16]2[C:11](=[N:12][CH:13]=[CH:14][N:15]=2)[CH:10]=[C:9]([Cl:17])[N:8]=1, predict the reactants needed to synthesize it. The reactants are: [CH2:1]([NH2:5])[CH2:2][CH2:3][NH2:4].Cl[C:7]1[C:16]2[C:11](=[N:12][CH:13]=[CH:14][N:15]=2)[CH:10]=[C:9]([Cl:17])[N:8]=1.